This data is from Reaction yield outcomes from USPTO patents with 853,638 reactions. The task is: Predict the reaction yield, written as a fraction of the theoretical maximum amount of product (1.0 means a 100% yield; for example, 0.34 means a 34% yield). (1) The reactants are Cl[C:2]1[CH:3]=[C:4]([C@@H:8]([C@@H:17]2[CH2:22][CH2:21][CH2:20][N:19]([C:23](=[O:45])[NH:24][C@@H:25]([CH2:38][CH:39]3[CH2:44][CH2:43][O:42][CH2:41][CH2:40]3)[CH2:26][N:27]([CH3:37])[C:28]([O:30][CH2:31][CH2:32][Si:33]([CH3:36])([CH3:35])[CH3:34])=[O:29])[CH2:18]2)[O:9][CH2:10][CH2:11][NH:12][C:13](=[O:16])[O:14][CH3:15])[CH:5]=[CH:6][CH:7]=1. The catalyst is CO.[OH-].[OH-].[Pd+2]. The product is [CH3:37][N:27]([CH2:26][C@@H:25]([NH:24][C:23]([N:19]1[CH2:20][CH2:21][CH2:22][C@@H:17]([C@H:8]([C:4]2[CH:3]=[CH:2][CH:7]=[CH:6][CH:5]=2)[O:9][CH2:10][CH2:11][NH:12][C:13](=[O:16])[O:14][CH3:15])[CH2:18]1)=[O:45])[CH2:38][CH:39]1[CH2:44][CH2:43][O:42][CH2:41][CH2:40]1)[C:28]([O:30][CH2:31][CH2:32][Si:33]([CH3:36])([CH3:35])[CH3:34])=[O:29]. The yield is 0.210. (2) The reactants are [CH2:1]([O:8][C:9]1[CH:14]=[C:13]([O:15][CH2:16][C:17]2[CH:22]=[CH:21][CH:20]=[CH:19][CH:18]=2)[C:12]([CH:23]([CH3:25])[CH3:24])=[CH:11][C:10]=1[C:26]1[O:30][N:29]=[C:28]([C:31](=[O:35])[NH:32][CH2:33][CH3:34])[C:27]=1[C:36]1[N:40]=[C:39]([C:41]([O:43]CC)=O)[O:38][N:37]=1)[C:2]1[CH:7]=[CH:6][CH:5]=[CH:4][CH:3]=1.[NH:46]1[CH2:50][CH2:49][CH2:48][CH2:47]1. No catalyst specified. The product is [CH2:1]([O:8][C:9]1[CH:14]=[C:13]([O:15][CH2:16][C:17]2[CH:22]=[CH:21][CH:20]=[CH:19][CH:18]=2)[C:12]([CH:23]([CH3:25])[CH3:24])=[CH:11][C:10]=1[C:26]1[O:30][N:29]=[C:28]([C:31]([NH:32][CH2:33][CH3:34])=[O:35])[C:27]=1[C:36]1[N:40]=[C:39]([C:41]([N:46]2[CH2:50][CH2:49][CH2:48][CH2:47]2)=[O:43])[O:38][N:37]=1)[C:2]1[CH:7]=[CH:6][CH:5]=[CH:4][CH:3]=1. The yield is 0.350. (3) The reactants are [F:1][C:2]1[CH:3]=[C:4]([N+:19]([O-:21])=[O:20])[C:5]([O:17]C)=[C:6]([C:8]2[CH:13]=[CH:12][CH:11]=[C:10]([C:14]([OH:16])=[O:15])[CH:9]=2)[CH:7]=1. The catalyst is Br. The product is [N+:19]([C:4]1[C:5]([OH:17])=[C:6]([C:8]2[CH:13]=[CH:12][CH:11]=[C:10]([C:14]([OH:16])=[O:15])[CH:9]=2)[CH:7]=[C:2]([F:1])[CH:3]=1)([O-:21])=[O:20]. The yield is 0.857. (4) The product is [C:1]([C:5]1[CH:9]=[C:8]([NH:10][C:11]2[C:16]([C:17]([OH:19])=[O:18])=[CH:15][N:14]=[C:13]([S:22][CH3:23])[N:12]=2)[N:7]([C:24]2[CH:29]=[C:28]([CH3:30])[CH:27]=[CH:26][C:25]=2[CH3:31])[N:6]=1)([CH3:4])([CH3:3])[CH3:2]. The yield is 0.990. The reactants are [C:1]([C:5]1[CH:9]=[C:8]([NH:10][C:11]2[C:16]([C:17]([O:19]CC)=[O:18])=[CH:15][N:14]=[C:13]([S:22][CH3:23])[N:12]=2)[N:7]([C:24]2[CH:29]=[C:28]([CH3:30])[CH:27]=[CH:26][C:25]=2[CH3:31])[N:6]=1)([CH3:4])([CH3:3])[CH3:2].O.[OH-].[Li+].Cl. The catalyst is C(O)C.C1COCC1.O. (5) The reactants are [CH2:1]([C:5]1[N:6]=[C:7]([CH3:27])[NH:8][C:9](=[O:26])[C:10]=1[CH2:11][C:12]1[CH:17]=[CH:16][C:15]([C:18]2[C:19]([C:24]#[N:25])=[CH:20][CH:21]=[CH:22][CH:23]=2)=[CH:14][CH:13]=1)[CH2:2][CH2:3][CH3:4].[H-].[Na+].Br[CH2:31][CH2:32][C:33]1[CH:38]=[CH:37][CH:36]=[CH:35][CH:34]=1.[Cl-].O[NH3+:41].[C:42](=[O:45])([O-])[OH:43].[Na+]. The catalyst is C(OCC)(=O)C.CS(C)=O.CN(C)C=O. The product is [CH2:1]([C:5]1[N:6]=[C:7]([CH3:27])[N:8]([CH2:31][CH2:32][C:33]2[CH:38]=[CH:37][CH:36]=[CH:35][CH:34]=2)[C:9](=[O:26])[C:10]=1[CH2:11][C:12]1[CH:17]=[CH:16][C:15]([C:18]2[CH:23]=[CH:22][CH:21]=[CH:20][C:19]=2[C:24]2[NH:41][C:42](=[O:45])[O:43][N:25]=2)=[CH:14][CH:13]=1)[CH2:2][CH2:3][CH3:4]. The yield is 0.310. (6) The reactants are [CH2:1]([O:8][C:9]([NH:11][C:12]([CH3:17])([C:14]([OH:16])=[O:15])[CH3:13])=[O:10])[C:2]1[CH:7]=[CH:6][CH:5]=[CH:4][CH:3]=1.B(F)(F)F.CCOCC.ClC(Cl)(Cl)C(=N)O[C:31]([CH3:34])([CH3:33])[CH3:32].C([O-])(O)=O.[Na+]. The catalyst is C(Cl)Cl.C1CCCCC1. The product is [CH2:1]([O:8][C:9]([NH:11][C:12]([CH3:17])([C:14]([O:16][C:31]([CH3:34])([CH3:33])[CH3:32])=[O:15])[CH3:13])=[O:10])[C:2]1[CH:3]=[CH:4][CH:5]=[CH:6][CH:7]=1. The yield is 0.700. (7) The reactants are [OH:1][CH2:2][C@H:3]([N:5]1[C:13]2[C:8](=[C:9]([C:16]([F:19])([F:18])[F:17])[C:10]([C:14]#[N:15])=[CH:11][CH:12]=2)[CH:7]=[C:6]1[CH3:20])[CH3:4].[H-].[Na+].I[CH3:24]. The catalyst is C1COCC1. The product is [CH3:20][C:6]1[N:5]([C@H:3]([CH3:4])[CH2:2][O:1][CH3:24])[C:13]2[C:8]([CH:7]=1)=[C:9]([C:16]([F:19])([F:17])[F:18])[C:10]([C:14]#[N:15])=[CH:11][CH:12]=2. The yield is 0.410. (8) The reactants are [CH3:1][O:2][C:3]1[CH:19]=[CH:18][C:6]([CH2:7][N:8]2[C:12](=[O:13])[CH2:11][CH:10]([C:14](OC)=[O:15])[CH2:9]2)=[CH:5][CH:4]=1.[NH3:20]. No catalyst specified. The product is [CH3:1][O:2][C:3]1[CH:19]=[CH:18][C:6]([CH2:7][N:8]2[C:12](=[O:13])[CH2:11][CH:10]([C:14]([NH2:20])=[O:15])[CH2:9]2)=[CH:5][CH:4]=1. The yield is 0.965. (9) The reactants are C(NC(C)C)(C)C.C([Li])CCC.CCCCCC.[C:19]1(=[N:25][N:26]([CH3:28])[CH3:27])[CH2:24][CH2:23][CH2:22][CH2:21][CH2:20]1.[CH3:29][O:30][C:31]([C@H:33]1[CH2:38][CH2:37][C@H:36]([C:39](Cl)=[O:40])[CH2:35][CH2:34]1)=[O:32].C(O)(=O)C. The catalyst is O1CCCC1. The product is [CH3:29][O:30][C:31]([C@H:33]1[CH2:38][CH2:37][C@H:36]([C:39]([CH:20]2[CH2:21][CH2:22][CH2:23][CH2:24][C:19]2=[N:25][N:26]([CH3:28])[CH3:27])=[O:40])[CH2:35][CH2:34]1)=[O:32]. The yield is 0.300. (10) The yield is 1.00. The reactants are [NH2:1][CH2:2][CH2:3][CH2:4][C@H:5]([NH:9][C:10]([O:12][CH2:13][C:14]1[CH:19]=[CH:18][CH:17]=[CH:16][CH:15]=1)=[O:11])[C:6]([OH:8])=[O:7].O.O=[C:22]1[CH2:27][CH2:26][N:25]([C:28]([O:30][C:31]([CH3:34])([CH3:33])[CH3:32])=[O:29])[CH2:24][CH2:23]1.[BH3-]C#N.[Na+]. The product is [CH2:13]([O:12][C:10]([NH:9][C@@H:5]([CH2:4][CH2:3][CH2:2][NH:1][CH:22]1[CH2:27][CH2:26][N:25]([C:28]([O:30][C:31]([CH3:34])([CH3:33])[CH3:32])=[O:29])[CH2:24][CH2:23]1)[C:6]([OH:8])=[O:7])=[O:11])[C:14]1[CH:15]=[CH:16][CH:17]=[CH:18][CH:19]=1. The catalyst is C1COCC1.